The task is: Predict the reactants needed to synthesize the given product.. This data is from Retrosynthesis with 50K atom-mapped reactions and 10 reaction types from USPTO. (1) Given the product C[C@H]1CCC[C@@H](C)CN1, predict the reactants needed to synthesize it. The reactants are: C[C@H]1CCC[C@@H](C)NC1=O. (2) Given the product COCCCc1ccccc1-c1cc(C(F)(F)F)c(CO)cn1, predict the reactants needed to synthesize it. The reactants are: COCCCc1ccccc1-c1cc(C(F)(F)F)c(C(=O)OC)cn1. (3) Given the product CN(C)c1nc2ccc(C(=O)O)cc2o1, predict the reactants needed to synthesize it. The reactants are: COC(=O)c1ccc2nc(N(C)C)oc2c1. (4) Given the product CCOC(=O)c1cnc(N)c(C#Cc2ccccc2)c1, predict the reactants needed to synthesize it. The reactants are: C#Cc1ccccc1.CCOC(=O)c1cnc(N)c(Br)c1. (5) Given the product N#Cc1ccc(NC(=O)C(F)(F)Cl)cn1, predict the reactants needed to synthesize it. The reactants are: N#Cc1ccc(N)cn1.O=C(OC(=O)C(F)(F)Cl)C(F)(F)Cl. (6) Given the product OC/C=C/c1ccc(-c2ncc(Br)cn2)cc1, predict the reactants needed to synthesize it. The reactants are: Brc1cnc(I)nc1.OC/C=C/c1ccc(B(O)O)cc1. (7) Given the product O=c1cc(CNS(=O)(=O)c2ccccc2)oc(CO)c1OCc1ccccc1, predict the reactants needed to synthesize it. The reactants are: BrCc1ccccc1.O=c1cc(CNS(=O)(=O)c2ccccc2)oc(CO)c1O.